This data is from Full USPTO retrosynthesis dataset with 1.9M reactions from patents (1976-2016). The task is: Predict the reactants needed to synthesize the given product. (1) The reactants are: Br[CH:2]([N+:39]([O-:41])=[O:40])[CH:3]([C:32]1[CH:37]=[CH:36][C:35]([F:38])=[CH:34][CH:33]=1)[CH:4]([C:26]1[N:30]([CH3:31])[N:29]=[CH:28][N:27]=1)[C:5]([C:7]1[C:16]([NH:17][C:18]([O:20][C:21]([CH3:24])([CH3:23])[CH3:22])=[O:19])=[CH:15][C:14]([F:25])=[CH:13][C:8]=1[C:9]([O:11][CH3:12])=[O:10])=[O:6].[H-].[Na+].O. Given the product [F:25][C:14]1[CH:13]=[C:8]([C:9]([O:11][CH3:12])=[O:10])[C:7]2[C:5](=[O:6])[CH:4]([C:26]3[N:30]([CH3:31])[N:29]=[CH:28][N:27]=3)[CH:3]([C:32]3[CH:33]=[CH:34][C:35]([F:38])=[CH:36][CH:37]=3)[CH:2]([N+:39]([O-:41])=[O:40])[N:17]([C:18]([O:20][C:21]([CH3:22])([CH3:24])[CH3:23])=[O:19])[C:16]=2[CH:15]=1, predict the reactants needed to synthesize it. (2) Given the product [CH3:12][O:13][C:14]1[N:19]2[N:20]=[C:21]([C:23]([F:26])([F:24])[F:25])[CH:22]=[C:18]2[C:17]([C:2]2[CH:3]=[C:4]3[C:9](=[CH:10][CH:11]=2)[CH:8]=[N:7][CH:6]=[CH:5]3)=[CH:16][CH:15]=1, predict the reactants needed to synthesize it. The reactants are: Br[C:2]1[CH:3]=[C:4]2[C:9](=[CH:10][CH:11]=1)[CH:8]=[N:7][CH:6]=[CH:5]2.[CH3:12][O:13][C:14]1[N:19]2[N:20]=[C:21]([C:23]([F:26])([F:25])[F:24])[CH:22]=[C:18]2[C:17](B2OC(C)(C)C(C)(C)O2)=[CH:16][CH:15]=1.C(=O)([O-])[O-].[Na+].[Na+].O. (3) Given the product [CH3:14][C:11]1[CH:10]=[CH:9][C:8]2[C:7]3=[N:15][C:16]4[CH:21]=[CH:20][CH:19]=[CH:18][C:17]=4[N:6]3[C:5]3[CH:22]=[CH:23][C:2]([C:32]4[C:27]([CH:24]([CH3:25])[CH3:26])=[CH:28][C:29]([CH:36]([CH3:38])[CH3:37])=[CH:30][C:31]=4[CH:33]([CH3:35])[CH3:34])=[CH:3][C:4]=3[C:13]=2[N:12]=1, predict the reactants needed to synthesize it. The reactants are: Cl[C:2]1[CH:23]=[CH:22][C:5]2[N:6]3[C:17]4[CH:18]=[CH:19][CH:20]=[CH:21][C:16]=4[N:15]=[C:7]3[C:8]3[CH:9]=[CH:10][C:11]([CH3:14])=[N:12][C:13]=3[C:4]=2[CH:3]=1.[CH:24]([C:27]1[CH:32]=[C:31]([CH:33]([CH3:35])[CH3:34])[CH:30]=[C:29]([CH:36]([CH3:38])[CH3:37])[C:28]=1B(O)O)([CH3:26])[CH3:25].O.P([O-])([O-])([O-])=O.[K+].[K+].[K+].CC(C1C=C(C(C)C)C(C2C=CC=CC=2P(C2CCCCC2)C2CCCCC2)=C(C(C)C)C=1)C. (4) Given the product [CH3:1][N:2]([CH3:32])[C:3]1[N:12]=[C:11]([NH:13][CH2:14][C:15]2[CH:20]=[CH:19][C:18]([NH:21][C:22](=[O:30])[C:23]3[CH:28]=[CH:27][C:26]([F:29])=[CH:25][CH:24]=3)=[CH:17][CH:16]=2)[C:10]2[C:5](=[CH:6][C:7](/[CH:36]=[CH:35]/[C:34]([CH3:41])([CH3:40])[CH3:33])=[CH:8][CH:9]=2)[N:4]=1, predict the reactants needed to synthesize it. The reactants are: [CH3:1][N:2]([CH3:32])[C:3]1[N:12]=[C:11]([NH:13][CH2:14][C:15]2[CH:20]=[CH:19][C:18]([NH:21][C:22](=[O:30])[C:23]3[CH:28]=[CH:27][C:26]([F:29])=[CH:25][CH:24]=3)=[CH:17][CH:16]=2)[C:10]2[C:5](=[CH:6][C:7](I)=[CH:8][CH:9]=2)[N:4]=1.[CH3:33][C:34]([CH3:41])([CH3:40])/[CH:35]=[CH:36]/B(O)O.Cl. (5) Given the product [ClH:1].[Cl:1][C:2]1[CH:3]=[C:4]([CH:19]=[CH:20][CH:21]=1)[CH2:5][O:6][C:7]1[N:12]=[C:11]([N:13]2[CH2:14][CH2:15][NH:16][CH2:17][CH2:18]2)[CH:10]=[N:9][CH:8]=1, predict the reactants needed to synthesize it. The reactants are: [Cl:1][C:2]1[CH:3]=[C:4]([CH:19]=[CH:20][CH:21]=1)[CH2:5][O:6][C:7]1[N:12]=[C:11]([N:13]2[CH2:18][CH2:17][NH:16][CH2:15][CH2:14]2)[CH:10]=[N:9][CH:8]=1.Cl.CCCCCC. (6) Given the product [C:32]([C:36]1[CH:37]=[C:38]([NH:39][C:26]([CH:22]2[CH2:21][CH2:20][C:19]3[C:24](=[CH:25][C:16]([O:15][C:12]4[CH:11]=[CH:10][N:9]=[C:14]([N:51]([CH2:50][C:49]5[CH:48]=[CH:13][C:12]([O:15][CH3:16])=[CH:11][CH:10]=5)[CH3:53])[CH:13]=4)=[CH:17][CH:18]=3)[CH2:23]2)=[O:28])[CH:40]=[CH:41][CH:42]=1)([CH3:35])([CH3:33])[CH3:34], predict the reactants needed to synthesize it. The reactants are: COC1C=CC(CN(C)[N:9]2[CH:14]=[CH:13][C:12]([O:15][C:16]3[CH:25]=[C:24]4[C:19]([CH2:20][CH2:21][CH:22]([C:26]([OH:28])=O)[CH2:23]4)=[CH:18][CH:17]=3)=[CH:11][CH2:10]2)=CC=1.[C:32]([C:36]1[CH:37]=[C:38]([CH:40]=[CH:41][CH:42]=1)[NH2:39])([CH3:35])([CH3:34])[CH3:33].CCN=C=N[CH2:48][CH2:49][CH2:50][N:51]([CH3:53])C. (7) The reactants are: [F:1][C:2]1[CH:7]=[CH:6][C:5]([C:8]2[N:9]([Si](C(C)C)(C(C)C)C(C)C)[CH:10]=[C:11]([C:19]3(O)[CH2:25][CH:24]4[N:26]([CH3:27])[CH:21]([CH2:22][CH2:23]4)[CH2:20]3)[C:12]=2[C:13]2[CH:18]=[CH:17][N:16]=[CH:15][CH:14]=2)=[CH:4][CH:3]=1.C([SiH](CC)CC)C.FC(F)(F)C(O)=O.[F-].C([N+](CCCC)(CCCC)CCCC)CCC. Given the product [F:1][C:2]1[CH:7]=[CH:6][C:5]([C:8]2[NH:9][CH:10]=[C:11]([C:19]3[CH2:25][CH:24]4[N:26]([CH3:27])[CH:21]([CH2:22][CH2:23]4)[CH:20]=3)[C:12]=2[C:13]2[CH:18]=[CH:17][N:16]=[CH:15][CH:14]=2)=[CH:4][CH:3]=1, predict the reactants needed to synthesize it. (8) Given the product [CH2:1]([N:8]1[C:12]2=[CH:13][CH:14]=[C:15]3[C:20]([N:19]=[C:18]([C:33]4[CH:34]=[C:29]([OH:28])[CH:30]=[CH:31][CH:32]=4)[N:17]=[C:16]3[N:22]3[CH2:27][CH2:26][O:25][CH2:24][CH2:23]3)=[C:11]2[CH:10]=[CH:9]1)[C:2]1[CH:7]=[CH:6][CH:5]=[CH:4][CH:3]=1, predict the reactants needed to synthesize it. The reactants are: [CH2:1]([N:8]1[C:12]2=[CH:13][CH:14]=[C:15]3[C:20]([N:19]=[C:18](Cl)[N:17]=[C:16]3[N:22]3[CH2:27][CH2:26][O:25][CH2:24][CH2:23]3)=[C:11]2[CH:10]=[CH:9]1)[C:2]1[CH:7]=[CH:6][CH:5]=[CH:4][CH:3]=1.[OH:28][C:29]1[CH:30]=[C:31](B(O)O)[CH:32]=[CH:33][CH:34]=1.C([O-])([O-])=O.[Na+].[Na+]. (9) Given the product [NH2:1][CH2:4][C:5]1[CH:28]=[CH:27][C:8]([C:9]([NH:11][C@H:12]([C:23]([O:25][CH3:26])=[O:24])[CH2:13][NH:14][C:15](=[O:22])[C:16]2[CH:21]=[CH:20][CH:19]=[CH:18][CH:17]=2)=[O:10])=[C:7]([Cl:29])[CH:6]=1, predict the reactants needed to synthesize it. The reactants are: [N:1]([CH2:4][C:5]1[CH:28]=[CH:27][C:8]([C:9]([NH:11][C@H:12]([C:23]([O:25][CH3:26])=[O:24])[CH2:13][NH:14][C:15](=[O:22])[C:16]2[CH:21]=[CH:20][CH:19]=[CH:18][CH:17]=2)=[O:10])=[C:7]([Cl:29])[CH:6]=1)=[N+]=[N-].